This data is from NCI-60 drug combinations with 297,098 pairs across 59 cell lines. The task is: Regression. Given two drug SMILES strings and cell line genomic features, predict the synergy score measuring deviation from expected non-interaction effect. (1) Drug 1: CN1CCC(CC1)COC2=C(C=C3C(=C2)N=CN=C3NC4=C(C=C(C=C4)Br)F)OC. Drug 2: C1=C(C(=O)NC(=O)N1)N(CCCl)CCCl. Cell line: HCT-15. Synergy scores: CSS=25.0, Synergy_ZIP=-0.695, Synergy_Bliss=0.315, Synergy_Loewe=-3.44, Synergy_HSA=1.48. (2) Drug 1: CCC1=C2CN3C(=CC4=C(C3=O)COC(=O)C4(CC)O)C2=NC5=C1C=C(C=C5)O. Drug 2: CC1=C(C(=O)C2=C(C1=O)N3CC4C(C3(C2COC(=O)N)OC)N4)N. Cell line: OVCAR-8. Synergy scores: CSS=61.0, Synergy_ZIP=0.876, Synergy_Bliss=-0.00341, Synergy_Loewe=-2.10, Synergy_HSA=8.69. (3) Drug 1: CC1=C2C(C(=O)C3(C(CC4C(C3C(C(C2(C)C)(CC1OC(=O)C(C(C5=CC=CC=C5)NC(=O)OC(C)(C)C)O)O)OC(=O)C6=CC=CC=C6)(CO4)OC(=O)C)OC)C)OC. Drug 2: CN(CC1=CN=C2C(=N1)C(=NC(=N2)N)N)C3=CC=C(C=C3)C(=O)NC(CCC(=O)O)C(=O)O. Cell line: M14. Synergy scores: CSS=55.5, Synergy_ZIP=-4.59, Synergy_Bliss=-3.11, Synergy_Loewe=-8.84, Synergy_HSA=-0.0605. (4) Drug 1: C1CCN(CC1)CCOC2=CC=C(C=C2)C(=O)C3=C(SC4=C3C=CC(=C4)O)C5=CC=C(C=C5)O. Drug 2: CC1=C(C=C(C=C1)NC(=O)C2=CC=C(C=C2)CN3CCN(CC3)C)NC4=NC=CC(=N4)C5=CN=CC=C5. Cell line: SF-295. Synergy scores: CSS=-2.21, Synergy_ZIP=1.10, Synergy_Bliss=-1.51, Synergy_Loewe=-3.61, Synergy_HSA=-3.92.